Dataset: Reaction yield outcomes from USPTO patents with 853,638 reactions. Task: Predict the reaction yield, written as a fraction of the theoretical maximum amount of product (1.0 means a 100% yield; for example, 0.34 means a 34% yield). (1) The reactants are [CH3:1][O:2][C:3]1[CH:8]=[CH:7][CH:6]=[C:5]([C:9]#[C:10][Si](C)(C)C)[C:4]=1[NH:15][C:16](=[O:22])[O:17][C:18]([CH3:21])([CH3:20])[CH3:19].C([O-])([O-])=O.[K+].[K+]. The catalyst is CO. The product is [C:9]([C:5]1[CH:6]=[CH:7][CH:8]=[C:3]([O:2][CH3:1])[C:4]=1[NH:15][C:16](=[O:22])[O:17][C:18]([CH3:20])([CH3:19])[CH3:21])#[CH:10]. The yield is 0.620. (2) The reactants are CN(C(ON1N=NC2C=CC=NC1=2)=[N+](C)C)C.F[P-](F)(F)(F)(F)F.[Br:25][C:26]1[CH:34]=[CH:33][C:29]([C:30]([OH:32])=O)=[C:28]([N+:35]([O-:37])=[O:36])[CH:27]=1.Cl.[NH2:39][C@@H:40]([CH:45]1[CH2:50][CH2:49][CH2:48][CH2:47][CH2:46]1)[C:41]([O:43][CH3:44])=[O:42].C(N(C(C)C)CC)(C)C. The product is [Br:25][C:26]1[CH:34]=[CH:33][C:29]([C:30]([NH:39][C@@H:40]([CH:45]2[CH2:50][CH2:49][CH2:48][CH2:47][CH2:46]2)[C:41]([O:43][CH3:44])=[O:42])=[O:32])=[C:28]([N+:35]([O-:37])=[O:36])[CH:27]=1. The catalyst is CN(C=O)C.C(OCC)(=O)C.CCCCCC.C(OCC)(=O)C. The yield is 0.740.